From a dataset of NCI-60 drug combinations with 297,098 pairs across 59 cell lines. Regression. Given two drug SMILES strings and cell line genomic features, predict the synergy score measuring deviation from expected non-interaction effect. (1) Drug 1: CC1C(C(CC(O1)OC2CC(CC3=C2C(=C4C(=C3O)C(=O)C5=C(C4=O)C(=CC=C5)OC)O)(C(=O)C)O)N)O.Cl. Drug 2: CS(=O)(=O)OCCCCOS(=O)(=O)C. Cell line: A498. Synergy scores: CSS=15.4, Synergy_ZIP=-4.78, Synergy_Bliss=0.414, Synergy_Loewe=-7.18, Synergy_HSA=-0.221. (2) Cell line: CAKI-1. Synergy scores: CSS=45.9, Synergy_ZIP=1.63, Synergy_Bliss=0.0759, Synergy_Loewe=-32.4, Synergy_HSA=1.22. Drug 2: CC1OCC2C(O1)C(C(C(O2)OC3C4COC(=O)C4C(C5=CC6=C(C=C35)OCO6)C7=CC(=C(C(=C7)OC)O)OC)O)O. Drug 1: CS(=O)(=O)C1=CC(=C(C=C1)C(=O)NC2=CC(=C(C=C2)Cl)C3=CC=CC=N3)Cl. (3) Drug 1: CC1=CC=C(C=C1)C2=CC(=NN2C3=CC=C(C=C3)S(=O)(=O)N)C(F)(F)F. Drug 2: CC1C(C(CC(O1)OC2CC(CC3=C2C(=C4C(=C3O)C(=O)C5=C(C4=O)C(=CC=C5)OC)O)(C(=O)CO)O)N)O.Cl. Cell line: SNB-19. Synergy scores: CSS=42.5, Synergy_ZIP=0.441, Synergy_Bliss=1.27, Synergy_Loewe=-13.9, Synergy_HSA=2.73.